From a dataset of Peptide-MHC class I binding affinity with 185,985 pairs from IEDB/IMGT. Regression. Given a peptide amino acid sequence and an MHC pseudo amino acid sequence, predict their binding affinity value. This is MHC class I binding data. The peptide sequence is TVIEHLERL. The MHC is HLA-A26:01 with pseudo-sequence HLA-A26:01. The binding affinity (normalized) is 0.594.